Dataset: Reaction yield outcomes from USPTO patents with 853,638 reactions. Task: Predict the reaction yield, written as a fraction of the theoretical maximum amount of product (1.0 means a 100% yield; for example, 0.34 means a 34% yield). (1) The reactants are [CH2:1](OC1C(F)=CC(Br)=C2C=1C=CN2C)[C:2]1C=CC=C[CH:3]=1.[Br:21][C:22]1[CH:23]=[C:24]2[O:34][CH2:33][CH2:32][O:31][C:25]2=[C:26]2[C:30]=1[NH:29][CH:28]=[CH:27]2. No catalyst specified. The product is [Br:21][C:22]1[CH:23]=[C:24]2[O:34][CH2:33][CH2:32][O:31][C:25]2=[C:26]2[C:30]=1[N:29]([CH2:1][CH2:2][CH3:3])[CH:28]=[CH:27]2. The yield is 0.900. (2) The reactants are [NH2:1][C:2]1[CH:3]=[CH:4][CH:5]=[C:6]2[C:11]=1[CH:10]=[C:9](O)[CH:8]=[CH:7]2.[CH2:13]([NH2:20])[C:14]1[CH:19]=[CH:18][CH:17]=[CH:16][CH:15]=1. No catalyst specified. The product is [NH2:1][C:2]1[CH:3]=[CH:4][CH:5]=[C:6]2[C:11]=1[CH:10]=[C:9]([NH:20][CH2:13][C:14]1[CH:19]=[CH:18][CH:17]=[CH:16][CH:15]=1)[CH:8]=[CH:7]2. The yield is 0.810. (3) The reactants are [CH2:1]([O:6][C:7]1[CH:12]=[CH:11][C:10]([C:13](=[O:27])[CH2:14][C:15]([C:17]2[CH:26]=[CH:25][C:20]([C:21]([O:23]C)=[O:22])=[CH:19][CH:18]=2)=O)=[CH:9][CH:8]=1)[CH2:2][CH2:3][CH2:4][CH3:5].[OH-].[Na+].Cl.[NH2:31]O.Cl. The catalyst is C(O)C.O. The product is [CH2:1]([O:6][C:7]1[CH:12]=[CH:11][C:10]([C:13]2[O:27][N:31]=[C:15]([C:17]3[CH:26]=[CH:25][C:20]([C:21]([OH:23])=[O:22])=[CH:19][CH:18]=3)[CH:14]=2)=[CH:9][CH:8]=1)[CH2:2][CH2:3][CH2:4][CH3:5]. The yield is 0.230. (4) The reactants are [OH-].[Na+].[C:3]([C:5]1[CH:6]=[CH:7][C:8]2[O:12][C:11]([C:13]3[CH:22]=[CH:21][C:16]([C:17]([O:19]C)=[O:18])=[CH:15][CH:14]=3)=[N:10][C:9]=2[CH:23]=1)#[N:4]. The catalyst is C1COCC1.O. The product is [C:3]([C:5]1[CH:6]=[CH:7][C:8]2[O:12][C:11]([C:13]3[CH:14]=[CH:15][C:16]([C:17]([OH:19])=[O:18])=[CH:21][CH:22]=3)=[N:10][C:9]=2[CH:23]=1)#[N:4]. The yield is 0.800. (5) The reactants are Cl[C:2]1[N:3]=[C:4]([NH:20][C:21]2[CH:30]=[CH:29][CH:28]=[CH:27][C:22]=2[C:23]([NH:25][CH3:26])=[O:24])[C:5]2[C:10]([Cl:11])=[CH:9][N:8]([CH2:12][O:13][CH2:14][CH2:15][Si:16]([CH3:19])([CH3:18])[CH3:17])[C:6]=2[N:7]=1.[CH3:31][O:32][C:33]1[CH:39]=[CH:38][C:37]([N+:40]([O-:42])=[O:41])=[CH:36][C:34]=1[NH2:35].C([O-])([O-])=O.[K+].[K+]. The catalyst is CC(O)(C)C.C1C=CC(/C=C/C(/C=C/C2C=CC=CC=2)=O)=CC=1.C1C=CC(/C=C/C(/C=C/C2C=CC=CC=2)=O)=CC=1.C1C=CC(/C=C/C(/C=C/C2C=CC=CC=2)=O)=CC=1.[Pd].[Pd].CC(C1C=C(C(C)C)C(C2C=CC=CC=2P(C2CCCCC2)C2CCCCC2)=C(C(C)C)C=1)C. The product is [Cl:11][C:10]1[C:5]2[C:4]([NH:20][C:21]3[CH:30]=[CH:29][CH:28]=[CH:27][C:22]=3[C:23]([NH:25][CH3:26])=[O:24])=[N:3][C:2]([NH:35][C:34]3[CH:36]=[C:37]([N+:40]([O-:42])=[O:41])[CH:38]=[CH:39][C:33]=3[O:32][CH3:31])=[N:7][C:6]=2[N:8]([CH2:12][O:13][CH2:14][CH2:15][Si:16]([CH3:19])([CH3:18])[CH3:17])[CH:9]=1. The yield is 0.460. (6) The reactants are [OH-].[K+].[CH3:3][O:4][C:5]1[CH:6]=[C:7]([CH2:13][O:14][C:15]2[CH:16]=[C:17]([NH2:20])[NH:18][N:19]=2)[CH:8]=[C:9]([O:11][CH3:12])[CH:10]=1.C(=O)(OC(C)(C)C)[O:22][C:23]([O:25][C:26]([CH3:29])([CH3:28])[CH3:27])=O. The catalyst is O.ClCCl. The product is [NH2:20][C:17]1[N:18]([C:23]([O:25][C:26]([CH3:29])([CH3:28])[CH3:27])=[O:22])[N:19]=[C:15]([O:14][CH2:13][C:7]2[CH:6]=[C:5]([O:4][CH3:3])[CH:10]=[C:9]([O:11][CH3:12])[CH:8]=2)[CH:16]=1. The yield is 0.990. (7) The reactants are [CH2:1]([O:8][C:9]([NH:11][C@@H:12]([C:16]1[CH:21]=[CH:20][CH:19]=[CH:18][CH:17]=1)[C:13]([OH:15])=O)=[O:10])[C:2]1[CH:7]=[CH:6][CH:5]=[CH:4][CH:3]=1.CN(C)C1C=CN=CC=1.C1(C)C=CC(S(O)(=O)=O)=CC=1.C(N=C=NC(C)C)(C)C.Cl.[F:52][C:53]1([F:58])[CH2:57][CH2:56][NH:55][CH2:54]1.C(N(CC)C(C)C)(C)C. The catalyst is ClCCl. The product is [CH2:1]([O:8][C:9](=[O:10])[NH:11][C@@H:12]([C:16]1[CH:21]=[CH:20][CH:19]=[CH:18][CH:17]=1)[C:13]([N:55]1[CH2:56][CH2:57][C:53]([F:58])([F:52])[CH2:54]1)=[O:15])[C:2]1[CH:3]=[CH:4][CH:5]=[CH:6][CH:7]=1. The yield is 0.350. (8) The reactants are [CH3:1][O:2][C:3]1[CH:9]=[CH:8][CH:7]=[CH:6][C:4]=1[NH2:5].[Br:10]Br. The catalyst is C(O)(=O)C. The product is [Br:10][C:8]1[CH:7]=[CH:6][C:4]([NH2:5])=[C:3]([O:2][CH3:1])[CH:9]=1. The yield is 0.570. (9) The reactants are [CH2:1]([O:8][C:9]1[CH:14]=[CH:13][CH:12]=[C:11](Br)[CH:10]=1)[C:2]1[CH:7]=[CH:6][CH:5]=[CH:4][CH:3]=1.[CH3:16][O:17][C:18]1[CH:19]=[C:20]([CH:23]=[C:24]([O:26][CH3:27])[CH:25]=1)[CH:21]=[O:22].C([Li])CCC.O1C2C=CC(C(C3C=C(OC)C=C(OC)C=3)O)=CC=2OCC1. No catalyst specified. The product is [CH2:1]([O:8][C:9]1[CH:10]=[C:11]([CH:21]([C:20]2[CH:23]=[C:24]([O:26][CH3:27])[CH:25]=[C:18]([O:17][CH3:16])[CH:19]=2)[OH:22])[CH:12]=[CH:13][CH:14]=1)[C:2]1[CH:7]=[CH:6][CH:5]=[CH:4][CH:3]=1. The yield is 0.820. (10) The reactants are C(O[C:4](=O)[C:5]([C:10]1[CH:28]=[CH:27][C:13]2[N:14]=[C:15]([NH:18][C:19]3[CH:24]=[CH:23][C:22]([F:25])=[CH:21][C:20]=3[CH3:26])[N:16]([CH3:17])[C:12]=2[C:11]=1[C:29]#[N:30])(C)[C:6](=O)[CH3:7])C.O.S(=O)(=O)(O)[OH:34].[OH-].[NH4+]. The catalyst is C(O)(=O)C. The product is [F:25][C:22]1[CH:23]=[CH:24][C:19]([NH:18][C:15]2[N:16]([CH3:17])[C:12]3[C:11]4[C:29](=[O:34])[NH:30][C:6]([CH3:7])=[C:5]([CH3:4])[C:10]=4[CH:28]=[CH:27][C:13]=3[N:14]=2)=[C:20]([CH3:26])[CH:21]=1. The yield is 0.890.